This data is from Full USPTO retrosynthesis dataset with 1.9M reactions from patents (1976-2016). The task is: Predict the reactants needed to synthesize the given product. (1) Given the product [F:57][C:56]([F:59])([F:58])[S:53]([O:1][C:2]1[CH:3]=[CH:4][C:5]([C:8]2[N:9]=[C:10]3[C:16]4[CH:17]=[CH:18][CH:19]=[CH:20][C:15]=4[NH:14][C:13]4[N:21]=[CH:22][CH:23]=[CH:24][C:12]=4[N:11]3[C:25]=2[C:26]2[CH:31]=[CH:30][C:29]([C:32]3([NH:36][C:37]([O:38][C:39]([CH3:40])([CH3:42])[CH3:41])=[O:43])[CH2:33][CH2:34][CH2:35]3)=[CH:28][CH:27]=2)=[CH:6][CH:7]=1)(=[O:55])=[O:54], predict the reactants needed to synthesize it. The reactants are: [OH:1][C:2]1[CH:7]=[CH:6][C:5]([C:8]2[N:9]=[C:10]3[C:16]4[CH:17]=[CH:18][CH:19]=[CH:20][C:15]=4[NH:14][C:13]4[N:21]=[CH:22][CH:23]=[CH:24][C:12]=4[N:11]3[C:25]=2[C:26]2[CH:31]=[CH:30][C:29]([C:32]3([NH:36][C:37](=[O:43])[O:38][C:39]([CH3:42])([CH3:41])[CH3:40])[CH2:35][CH2:34][CH2:33]3)=[CH:28][CH:27]=2)=[CH:4][CH:3]=1.[H-].[Na+].C1(N([S:53]([C:56]([F:59])([F:58])[F:57])(=[O:55])=[O:54])[S:53]([C:56]([F:59])([F:58])[F:57])(=[O:55])=[O:54])C=CC=CC=1. (2) Given the product [F:1][C:2]1[CH:3]=[C:4]([CH:5]=[O:6])[CH:7]=[CH:8][C:9]=1[O:10][S:13]([C:12]([F:25])([F:24])[F:11])(=[O:15])=[O:14], predict the reactants needed to synthesize it. The reactants are: [F:1][C:2]1[CH:3]=[C:4]([CH:7]=[CH:8][C:9]=1[OH:10])[CH:5]=[O:6].[F:11][C:12]([F:25])([F:24])[S:13](O[S:13]([C:12]([F:25])([F:24])[F:11])(=[O:15])=[O:14])(=[O:15])=[O:14].